This data is from Peptide-MHC class I binding affinity with 185,985 pairs from IEDB/IMGT. The task is: Regression. Given a peptide amino acid sequence and an MHC pseudo amino acid sequence, predict their binding affinity value. This is MHC class I binding data. The peptide sequence is ACMDGFEVV. The MHC is HLA-A03:01 with pseudo-sequence HLA-A03:01. The binding affinity (normalized) is 0.0847.